This data is from Forward reaction prediction with 1.9M reactions from USPTO patents (1976-2016). The task is: Predict the product of the given reaction. (1) Given the reactants [NH2:1][C:2]1[C:7]([C:8]2[CH:13]=[CH:12][C:11]([NH:14][C:15]([NH:17][C:18]3[CH:23]=[C:22]([CH3:24])[CH:21]=[CH:20][C:19]=3[F:25])=[O:16])=[CH:10][CH:9]=2)=[CH:6][C:5]([B:26]2[O:30]C(C)(C)C(C)(C)[O:27]2)=[CH:4][N:3]=1.Cl.C(=O)(O)[O-].[Na+], predict the reaction product. The product is: [NH2:1][C:2]1[N:3]=[CH:4][C:5]([B:26]([OH:27])[OH:30])=[CH:6][C:7]=1[C:8]1[CH:13]=[CH:12][C:11]([NH:14][C:15]([NH:17][C:18]2[CH:23]=[C:22]([CH3:24])[CH:21]=[CH:20][C:19]=2[F:25])=[O:16])=[CH:10][CH:9]=1. (2) Given the reactants [C:1]([O:5][C:6]([N:8]([CH2:21][CH:22]1[CH2:27][CH2:26][N:25]([C:28]([C:30]2[CH:31]=[C:32]([CH:37]=[CH:38][CH:39]=2)[C:33]([O:35]C)=[O:34])=[O:29])[CH2:24][CH:23]1[C:40]1[CH:45]=[CH:44][CH:43]=[CH:42][CH:41]=1)[C@@H:9]([C:11]1[C:20]2[C:15](=[CH:16][CH:17]=[CH:18][CH:19]=2)[CH:14]=[CH:13][CH:12]=1)[CH3:10])=[O:7])([CH3:4])([CH3:3])[CH3:2].C1COCC1.[OH-].[Na+].Cl, predict the reaction product. The product is: [C:1]([O:5][C:6]([N:8]([CH2:21][CH:22]1[CH2:27][CH2:26][N:25]([C:28]([C:30]2[CH:31]=[C:32]([CH:37]=[CH:38][CH:39]=2)[C:33]([OH:35])=[O:34])=[O:29])[CH2:24][CH:23]1[C:40]1[CH:41]=[CH:42][CH:43]=[CH:44][CH:45]=1)[C@@H:9]([C:11]1[C:20]2[C:15](=[CH:16][CH:17]=[CH:18][CH:19]=2)[CH:14]=[CH:13][CH:12]=1)[CH3:10])=[O:7])([CH3:2])([CH3:3])[CH3:4]. (3) Given the reactants [Br:1][C:2]1[CH:10]=[CH:9][C:8]([C:11]([O:13]C)=[O:12])=[C:7]2[C:3]=1[C:4]([CH2:15][NH:16][CH2:17][C:18]1[CH:23]=[CH:22][C:21]([O:24][CH3:25])=[CH:20][CH:19]=1)=[CH:5][NH:6]2.[Li+].[OH-], predict the reaction product. The product is: [Br:1][C:2]1[CH:10]=[CH:9][C:8]([C:11]([OH:13])=[O:12])=[C:7]2[C:3]=1[C:4]([CH2:15][NH:16][CH2:17][C:18]1[CH:19]=[CH:20][C:21]([O:24][CH3:25])=[CH:22][CH:23]=1)=[CH:5][NH:6]2. (4) The product is: [CH:2]([N:5]([C@H:6]1[CH2:11][CH2:10][C@H:9]([C:12]([O:14][CH3:15])=[O:13])[CH2:8][CH2:7]1)[S:27]([C:30]1[CH:31]=[C:32]([CH:42]=[CH:43][CH:44]=1)[C:33]([O:35][CH2:36][CH2:37][Si:38]([CH3:39])([CH3:40])[CH3:41])=[O:34])(=[O:28])=[O:29])([CH3:4])[CH3:3]. Given the reactants Cl.[CH:2]([NH:5][C@H:6]1[CH2:11][CH2:10][C@H:9]([C:12]([O:14][CH3:15])=[O:13])[CH2:8][CH2:7]1)([CH3:4])[CH3:3].C(N(CC)CC)C.ClCCl.Cl[S:27]([C:30]1[CH:31]=[C:32]([CH:42]=[CH:43][CH:44]=1)[C:33]([O:35][CH2:36][CH2:37][Si:38]([CH3:41])([CH3:40])[CH3:39])=[O:34])(=[O:29])=[O:28], predict the reaction product.